This data is from Catalyst prediction with 721,799 reactions and 888 catalyst types from USPTO. The task is: Predict which catalyst facilitates the given reaction. (1) Reactant: [CH3:1][O:2][C:3](=[O:36])/[CH:4]=[CH:5]/[C:6]1[CH:15]=[CH:14][C:13]2[C:8](=[C:9]([N:23]3[CH2:28][CH2:27][N:26](C(OC(C)(C)C)=O)[CH2:25][CH2:24]3)[CH:10]=[C:11]([CH2:16][C:17]3[CH:22]=[CH:21][CH:20]=[CH:19][CH:18]=3)[CH:12]=2)[N:7]=1.FC(F)(F)C(O)=O.C1(C)C=CC=CC=1. Product: [C:17]1([CH2:16][C:11]2[CH:12]=[C:13]3[C:8](=[C:9]([N:23]4[CH2:28][CH2:27][NH:26][CH2:25][CH2:24]4)[CH:10]=2)[N:7]=[C:6](/[CH:5]=[CH:4]/[C:3]([O:2][CH3:1])=[O:36])[CH:15]=[CH:14]3)[CH:22]=[CH:21][CH:20]=[CH:19][CH:18]=1. The catalyst class is: 2. (2) Reactant: Cl[C:2]1[C:11]2[C:6](=[CH:7][C:8]([F:13])=[CH:9][C:10]=2[F:12])[N:5]=[C:4]([C:14]2[CH:19]=[C:18]([CH3:20])[CH:17]=[CH:16][N:15]=2)[C:3]=1[CH3:21].[CH3:22][C:23]1([CH3:38])[C:27]2=[N:28][CH:29]=[C:30]([N:32]3[CH2:37][CH2:36][O:35][CH2:34][CH2:33]3)[CH:31]=[C:26]2[NH:25][CH2:24]1.CC(C1C=C(C(C)C)C(C2C=CC=CC=2P(C2CCCCC2)C2CCCCC2)=C(C(C)C)C=1)C.CC(C)([O-])C.[Na+]. Product: [CH3:22][C:23]1([CH3:38])[C:27]2=[N:28][CH:29]=[C:30]([N:32]3[CH2:37][CH2:36][O:35][CH2:34][CH2:33]3)[CH:31]=[C:26]2[N:25]([C:2]2[C:11]3[C:6](=[CH:7][C:8]([F:13])=[CH:9][C:10]=3[F:12])[N:5]=[C:4]([C:14]3[CH:19]=[C:18]([CH3:20])[CH:17]=[CH:16][N:15]=3)[C:3]=2[CH3:21])[CH2:24]1. The catalyst class is: 187. (3) Reactant: C([O-])([O-])=O.[K+].[K+].Cl[C:8]1[N:13]=[C:12]([NH:14][CH:15]2[CH2:20][CH2:19][N:18]([C:21]([O:23][C:24]([CH3:27])([CH3:26])[CH3:25])=[O:22])[CH2:17][CH2:16]2)[C:11]([N+:28]([O-:30])=[O:29])=[C:10]([N:31]2[CH2:36][CH2:35][O:34][CH2:33][CH2:32]2)[N:9]=1.[F:37][CH:38]([F:50])[C:39]1[NH:43][C:42]2[CH:44]=[CH:45][CH:46]=[C:47]([O:48][CH3:49])[C:41]=2[N:40]=1. Product: [F:50][CH:38]([F:37])[C:39]1[N:43]([C:8]2[N:13]=[C:12]([NH:14][CH:15]3[CH2:16][CH2:17][N:18]([C:21]([O:23][C:24]([CH3:27])([CH3:26])[CH3:25])=[O:22])[CH2:19][CH2:20]3)[C:11]([N+:28]([O-:30])=[O:29])=[C:10]([N:31]3[CH2:32][CH2:33][O:34][CH2:35][CH2:36]3)[N:9]=2)[C:42]2[CH:44]=[CH:45][CH:46]=[C:47]([O:48][CH3:49])[C:41]=2[N:40]=1. The catalyst class is: 18. (4) Reactant: [CH3:1][C:2]1[CH:11]=[CH:10][C:5]([C:6]([O:8]C)=[O:7])=[CH:4][C:3]=1[C:12]1[NH:16][C:15]([CH3:17])=[N:14][CH:13]=1. Product: [CH3:1][C:2]1[CH:11]=[CH:10][C:5]([C:6]([OH:8])=[O:7])=[CH:4][C:3]=1[C:12]1[N:16]=[C:15]([CH3:17])[NH:14][CH:13]=1. The catalyst class is: 273. (5) The catalyst class is: 1. Reactant: S(Cl)([Cl:3])=O.[C:5]([C:8]1[CH:9]=[C:10]2[C:14](=[CH:15][C:16]=1[OH:17])[NH:13][N:12]=[C:11]2[CH2:18][C:19]1[CH:24]=[CH:23][CH:22]=[C:21]([CH3:25])[CH:20]=1)(O)=[O:6].C1(C)C=CC=CC=1. Product: [Cl:3][C:5]([C:8]1[CH:9]=[C:10]2[C:14](=[CH:15][C:16]=1[OH:17])[NH:13][N:12]=[C:11]2[CH2:18][C:19]1[CH:24]=[CH:23][CH:22]=[C:21]([CH3:25])[CH:20]=1)=[O:6]. (6) Reactant: [Cl:1][C:2]1[CH:7]=[CH:6][CH:5]=[C:4](S(C)(=O)=O)[N:3]=1.[C-]#N.[Na+].[CH3:15][N:16](C=O)C. Product: [Cl:1][C:2]1[CH:7]=[CH:6][CH:5]=[C:4]([C:15]#[N:16])[N:3]=1. The catalyst class is: 6. (7) Reactant: [N:1]1([C:7]2[N:12]=[CH:11][C:10]([CH2:13][OH:14])=[CH:9][C:8]=2[C:15]([F:18])([F:17])[F:16])[CH2:6][CH2:5][NH:4][CH2:3][CH2:2]1.Cl[C:20]1[NH:24][C:23]2[CH:25]=[C:26]([C:38]([F:41])([F:40])[F:39])[CH:27]=[C:28]([C:29]3[CH:34]=[C:33]([F:35])[C:32]([F:36])=[C:31]([F:37])[CH:30]=3)[C:22]=2[N:21]=1. Product: [F:17][C:15]([F:18])([F:16])[C:8]1[CH:9]=[C:10]([CH2:13][OH:14])[CH:11]=[N:12][C:7]=1[N:1]1[CH2:6][CH2:5][N:4]([C:20]2[NH:21][C:22]3[C:28]([C:29]4[CH:30]=[C:31]([F:37])[C:32]([F:36])=[C:33]([F:35])[CH:34]=4)=[CH:27][C:26]([C:38]([F:41])([F:39])[F:40])=[CH:25][C:23]=3[N:24]=2)[CH2:3][CH2:2]1. The catalyst class is: 14.